This data is from Catalyst prediction with 721,799 reactions and 888 catalyst types from USPTO. The task is: Predict which catalyst facilitates the given reaction. (1) Reactant: C[O:2][C:3]([C:5]1[CH:22]=[CH:21][C:8]([C:9]([NH:11][C:12]2[CH:20]=[CH:19][C:15]([C:16]([OH:18])=[O:17])=[CH:14][CH:13]=2)=[O:10])=[CH:7][CH:6]=1)=O.O.[NH2:24][NH2:25].CC(O)=O. Product: [NH:24]([C:3]([C:5]1[CH:22]=[CH:21][C:8]([C:9]([NH:11][C:12]2[CH:20]=[CH:19][C:15]([C:16]([OH:18])=[O:17])=[CH:14][CH:13]=2)=[O:10])=[CH:7][CH:6]=1)=[O:2])[NH2:25]. The catalyst class is: 88. (2) Reactant: [N+]([N:4]1[CH:12]=[C:11]2[C:6]([CH:7]=[CH:8][C:9]([N+:13]([O-:15])=[O:14])=[CH:10]2)=[N:5]1)([O-])=O.[CH3:16][N:17]([CH3:22])[CH2:18][CH2:19][CH2:20][NH2:21]. Product: [CH3:16][N:17]([CH3:22])[CH2:18][CH2:19][CH2:20][NH:21][C:12]1[C:11]2[C:6](=[CH:7][CH:8]=[C:9]([N+:13]([O-:15])=[O:14])[CH:10]=2)[NH:5][N:4]=1. The catalyst class is: 1.